Dataset: Forward reaction prediction with 1.9M reactions from USPTO patents (1976-2016). Task: Predict the product of the given reaction. (1) Given the reactants [CH3:1][NH2:2].[N+:3]([C:6]1[CH:7]=[C:8]([CH:12]=[CH:13][CH:14]=1)[C:9](Cl)=[O:10])([O-:5])=[O:4], predict the reaction product. The product is: [CH3:1][NH:2][C:9](=[O:10])[C:8]1[CH:12]=[CH:13][CH:14]=[C:6]([N+:3]([O-:5])=[O:4])[CH:7]=1. (2) The product is: [Br:1][C:2]1[CH:3]=[CH:4][C:5]([CH:8]([CH:20]2[CH2:24][CH2:23][CH2:22][CH2:21]2)[CH2:9][C:10]([C:12]2[CH:17]=[CH:16][C:15](=[O:18])[NH:14][CH:13]=2)=[O:11])=[CH:6][CH:7]=1. Given the reactants [Br:1][C:2]1[CH:7]=[CH:6][C:5]([CH:8]([CH:20]2[CH2:24][CH2:23][CH2:22][CH2:21]2)[CH2:9][C:10]([C:12]2[CH:13]=[N:14][C:15]([O:18]C)=[CH:16][CH:17]=2)=[O:11])=[CH:4][CH:3]=1.Cl, predict the reaction product. (3) Given the reactants [CH:1]([C:3]1[CH:18]=[CH:17][C:6]([O:7][C:8]2[CH:16]=[CH:15][C:11]([C:12]([NH2:14])=[O:13])=[CH:10][N:9]=2)=[C:5]([O:19][CH3:20])[CH:4]=1)=O.[CH2:21]([CH:23]([CH2:26][CH3:27])[CH2:24][NH2:25])[CH3:22], predict the reaction product. The product is: [CH2:21]([CH:23]([CH2:26][CH3:27])[CH2:24][NH:25][CH2:1][C:3]1[CH:18]=[CH:17][C:6]([O:7][C:8]2[CH:16]=[CH:15][C:11]([C:12]([NH2:14])=[O:13])=[CH:10][N:9]=2)=[C:5]([O:19][CH3:20])[CH:4]=1)[CH3:22].